This data is from Forward reaction prediction with 1.9M reactions from USPTO patents (1976-2016). The task is: Predict the product of the given reaction. (1) Given the reactants FC(F)(F)C1C=C(NC(=O)NC2C=CC(C3SC(CCC(O)=O)=NC=3)=CC=2)C=CC=1.[Cl:31][C:32]1[CH:37]=[CH:36][CH:35]=[CH:34][C:33]=1[NH:38][C:39](=[O:59])[NH:40][C:41]1[CH:46]=[CH:45][C:44]([C:47]2[N:51]=[C:50]([CH2:52][CH2:53][CH2:54][C:55]([O:57]C)=[O:56])[O:49][N:48]=2)=[CH:43][CH:42]=1, predict the reaction product. The product is: [Cl:31][C:32]1[CH:37]=[CH:36][CH:35]=[CH:34][C:33]=1[NH:38][C:39](=[O:59])[NH:40][C:41]1[CH:42]=[CH:43][C:44]([C:47]2[N:51]=[C:50]([CH2:52][CH2:53][CH2:54][C:55]([OH:57])=[O:56])[O:49][N:48]=2)=[CH:45][CH:46]=1. (2) Given the reactants [N:1]1[CH:6]=[CH:5][CH:4]=[CH:3][C:2]=1[NH:7]C(=O)C(C)(C)C.[F:14][C:15]([F:24])([F:23])[CH:16]1[CH2:21][CH2:20][C:19](=O)[CH2:18][CH2:17]1.C(Cl)Cl, predict the reaction product. The product is: [F:14][C:15]([F:24])([F:23])[CH:16]1[CH2:21][CH2:20][C:19]([C:3]2[C:2]([NH2:7])=[N:1][CH:6]=[CH:5][CH:4]=2)=[CH:18][CH2:17]1. (3) Given the reactants [Br:1][CH2:2][C:3]([OH:5])=O.CN1CCOCC1.C(Cl)(=O)OCC(C)C.Cl.[C:22]12([CH2:32][CH2:33][NH:34][CH2:35][CH2:36][CH2:37][CH2:38][CH3:39])[CH2:31][CH:26]3[CH2:27][CH:28]([CH2:30][CH:24]([CH2:25]3)[CH2:23]1)[CH2:29]2.C(=O)([O-])O.[Na+], predict the reaction product. The product is: [C:22]12([CH2:32][CH2:33][N:34]([CH2:35][CH2:36][CH2:37][CH2:38][CH3:39])[C:3](=[O:5])[CH2:2][Br:1])[CH2:29][CH:28]3[CH2:27][CH:26]([CH2:25][CH:24]([CH2:30]3)[CH2:23]1)[CH2:31]2. (4) Given the reactants Cl[C:2]1[N:10]=[C:9]2[C:5]([N:6]=[C:7]([CH2:12][CH2:13][N:14]3[CH:19]4[CH2:20][CH2:21][CH:15]3[CH2:16][O:17][CH2:18]4)[N:8]2[CH3:11])=[C:4]([N:22]2[CH2:27][CH2:26][O:25][CH2:24][CH2:23]2)[N:3]=1.[CH2:28]([C:30]1[NH:31][C:32]2[CH:38]=[CH:37][CH:36]=[CH:35][C:33]=2[N:34]=1)[CH3:29].CC(C1C=C(C(C)C)C(C2C=CC=CC=2P(C2CCCCC2)C2CCCCC2)=C(C(C)C)C=1)C.C([O-])([O-])=O.[Cs+].[Cs+], predict the reaction product. The product is: [CH2:28]([C:30]1[N:31]([C:2]2[N:10]=[C:9]3[C:5]([N:6]=[C:7]([CH2:12][CH2:13][N:14]4[CH:19]5[CH2:20][CH2:21][CH:15]4[CH2:16][O:17][CH2:18]5)[N:8]3[CH3:11])=[C:4]([N:22]3[CH2:23][CH2:24][O:25][CH2:26][CH2:27]3)[N:3]=2)[C:32]2[CH:38]=[CH:37][CH:36]=[CH:35][C:33]=2[N:34]=1)[CH3:29].